Dataset: Forward reaction prediction with 1.9M reactions from USPTO patents (1976-2016). Task: Predict the product of the given reaction. (1) Given the reactants Cl.[C:2]1([CH:8]=[CH:9][C:10]([C:12]2[CH:17]=[CH:16][CH:15]=[CH:14][CH:13]=2)=[O:11])[CH:7]=[CH:6][CH:5]=[CH:4][CH:3]=1.C[OH:19], predict the reaction product. The product is: [O:11]1[C:3]2[C:2](=[CH:7][CH:6]=[CH:5][CH:4]=2)[C:8](=[O:19])[CH2:9][CH:10]1[C:12]1[CH:17]=[CH:16][CH:15]=[CH:14][CH:13]=1. (2) Given the reactants [CH2:1]([C:8]1[CH:9]=[CH:10][C:11]([O:17][C:18]2[CH:23]=[CH:22][CH:21]=[CH:20][N:19]=2)=[C:12]([C:14](=[O:16])[CH3:15])[CH:13]=1)[C:2]1[CH:7]=[CH:6][CH:5]=[CH:4][CH:3]=1.[Li+].CC([N-]C(C)C)C.[CH3:32][C:33]1[CH:38]=[CH:37][N:36]=[C:35]([C:39](OC)=[O:40])[CH:34]=1.Cl, predict the reaction product. The product is: [CH2:1]([C:8]1[CH:9]=[CH:10][C:11]([O:17][C:18]2[CH:23]=[CH:22][CH:21]=[CH:20][N:19]=2)=[C:12]([C:14](=[O:16])[CH2:15][C:39]([C:35]2[CH:34]=[C:33]([CH3:32])[CH:38]=[CH:37][N:36]=2)=[O:40])[CH:13]=1)[C:2]1[CH:3]=[CH:4][CH:5]=[CH:6][CH:7]=1. (3) Given the reactants [H-].[Na+].[Cl:3][C:4]1[CH:5]=[C:6]([CH:10]([OH:24])[C@@H:11]2[CH2:16][CH2:15][CH2:14][N:13]([C:17]([O:19][C:20]([CH3:23])([CH3:22])[CH3:21])=[O:18])[CH2:12]2)[CH:7]=[CH:8][CH:9]=1.Br[CH2:26][C:27]([O:29][CH2:30][CH3:31])=[O:28].[NH4+].[Cl-], predict the reaction product. The product is: [Cl:3][C:4]1[CH:5]=[C:6]([CH:10]([O:24][CH2:26][C:27]([O:29][CH2:30][CH3:31])=[O:28])[C@@H:11]2[CH2:16][CH2:15][CH2:14][N:13]([C:17]([O:19][C:20]([CH3:21])([CH3:23])[CH3:22])=[O:18])[CH2:12]2)[CH:7]=[CH:8][CH:9]=1. (4) The product is: [CH3:1][C:2]1[C:6]([C:7]2[N:8]([C:20]3[CH:25]=[CH:24][C:23]([OH:26])=[CH:22][CH:21]=3)[C:9]3[C:14]([C:15]=2[CH:16]=[N:29][OH:30])=[CH:13][C:12]([F:18])=[C:11]([F:19])[CH:10]=3)=[C:5]([CH3:27])[O:4][N:3]=1. Given the reactants [CH3:1][C:2]1[C:6]([C:7]2[N:8]([C:20]3[CH:25]=[CH:24][C:23]([OH:26])=[CH:22][CH:21]=3)[C:9]3[C:14]([C:15]=2[CH:16]=O)=[CH:13][C:12]([F:18])=[C:11]([F:19])[CH:10]=3)=[C:5]([CH3:27])[O:4][N:3]=1.Cl.[NH2:29][OH:30].N1C=CC=CC=1, predict the reaction product. (5) Given the reactants [Cl:1][C:2]1[CH:7]=[CH:6][CH:5]=[CH:4][C:3]=1[CH:8]([O:12][CH3:13])[C:9]([OH:11])=O.[NH2:14][CH2:15][C:16]1[CH:23]=[CH:22][C:19]([C:20]#[N:21])=[CH:18][CH:17]=1, predict the reaction product. The product is: [Cl:1][C:2]1[CH:7]=[CH:6][CH:5]=[CH:4][C:3]=1[CH:8]([O:12][CH3:13])[C:9]([NH:21][CH2:20][C:19]1[CH:22]=[CH:23][C:16]([C:15]#[N:14])=[CH:17][CH:18]=1)=[O:11]. (6) Given the reactants [NH2:1][C:2]1[C:3]([F:20])=[C:4]([C:9]([C:11]2[C:19]3[C:14](=[N:15][CH:16]=[CH:17][CH:18]=3)[NH:13][CH:12]=2)=[O:10])[C:5]([F:8])=[CH:6][CH:7]=1.[Cl:21]C1C=C2C=CNC2=NC=1.N1C2C(=CC=CN=2)C=C1.[F:40][C:41]1[CH:42]=[C:43]([S:48](Cl)(=[O:50])=[O:49])[CH:44]=[C:45]([F:47])[CH:46]=1.S(Cl)(Cl)(=O)=O, predict the reaction product. The product is: [Cl:21][C:17]1[CH:18]=[C:19]2[C:11]([C:9]([C:4]3[C:3]([F:20])=[C:2]([NH:1][S:48]([C:43]4[CH:42]=[C:41]([F:40])[CH:46]=[C:45]([F:47])[CH:44]=4)(=[O:49])=[O:50])[CH:7]=[CH:6][C:5]=3[F:8])=[O:10])=[CH:12][NH:13][C:14]2=[N:15][CH:16]=1. (7) Given the reactants [NH2:1][C:2]1[C:6]([C:7]([O:9][CH2:10][CH3:11])=[O:8])=[CH:5][N:4]([CH2:12][C:13]2[CH:18]=[CH:17][CH:16]=[CH:15][CH:14]=2)[C:3]=1[C:19]([O:21]CC)=O.C(O)(=O)C.[CH:28](N)=[NH:29].C([O-])(O)=O.[Na+], predict the reaction product. The product is: [CH2:12]([N:4]1[C:3]2[C:19](=[O:21])[NH:29][CH:28]=[N:1][C:2]=2[C:6]([C:7]([O:9][CH2:10][CH3:11])=[O:8])=[CH:5]1)[C:13]1[CH:14]=[CH:15][CH:16]=[CH:17][CH:18]=1.